This data is from Catalyst prediction with 721,799 reactions and 888 catalyst types from USPTO. The task is: Predict which catalyst facilitates the given reaction. (1) Reactant: [O:1]=[C:2]1[CH2:10][CH2:9][CH2:8][C:7]2[NH:6][CH:5]=[C:4]([CH:11]([CH3:15])C(O)=O)[C:3]1=2.[C:16](N1C=CN=C1)(N1C=CN=C1)=[O:17].[CH3:28][N:29]1[CH2:34][CH2:33][NH:32][CH2:31][CH2:30]1.C(N(CC)C(C)C)(C)C. Product: [CH3:28][N:29]1[CH2:34][CH2:33][N:32]([C:16](=[O:17])[CH2:15][CH2:11][C:4]2[C:3]3[C:2](=[O:1])[CH2:10][CH2:9][CH2:8][C:7]=3[NH:6][CH:5]=2)[CH2:31][CH2:30]1. The catalyst class is: 46. (2) Reactant: [Cl:1][C:2]1[CH:11]=[C:10]2[C:5]([C:6]([NH:12][C@H:13]3[CH2:18][CH2:17][C@@H:16]([NH:19]C4C5C(=CC(Cl)=CC=5)N=CC=4)[CH2:15][CH2:14]3)=[CH:7][CH:8]=[N:9]2)=[CH:4][CH:3]=1.[Br:31][C:32]1[CH:33]=[C:34]([CH:38]=[C:39]([F:41])[CH:40]=1)[C:35]([OH:37])=O.ON1C2C=CC=CC=2N=N1.CN(C)CCCN=C=NCC. Product: [Br:31][C:32]1[CH:33]=[C:34]([CH:38]=[C:39]([F:41])[CH:40]=1)[C:35]([NH:19][CH:16]1[CH2:15][CH2:14][CH:13]([NH:12][C:6]2[C:5]3[C:10](=[CH:11][C:2]([Cl:1])=[CH:3][CH:4]=3)[N:9]=[CH:8][CH:7]=2)[CH2:18][CH2:17]1)=[O:37]. The catalyst class is: 4. (3) Reactant: [Cl:1][C:2]1[CH:3]=[CH:4][C:5]2[N:6]([C:8]([C:11]([C:14]3[C:15]([F:25])=[C:16]4[C:20](=[CH:21][C:22]=3[F:23])[N:19]([CH3:24])[N:18]=[CH:17]4)(O)[CH3:12])=[CH:9][N:10]=2)[N:7]=1.II.[PH2](=O)O. Product: [Cl:1][C:2]1[CH:3]=[CH:4][C:5]2[N:6]([C:8]([CH:11]([C:14]3[C:15]([F:25])=[C:16]4[C:20](=[CH:21][C:22]=3[F:23])[N:19]([CH3:24])[N:18]=[CH:17]4)[CH3:12])=[CH:9][N:10]=2)[N:7]=1. The catalyst class is: 15. (4) Product: [N:15]1([C@@H:12]2[CH2:13][CH2:14][N:10]([C:8]3[S:9][C:5]4[CH:4]=[C:3]([OH:2])[CH:22]=[CH:21][C:6]=4[N:7]=3)[CH2:11]2)[CH2:20][CH2:19][CH2:18][CH2:17][CH2:16]1. Reactant: C[O:2][C:3]1[CH:22]=[CH:21][C:6]2[N:7]=[C:8]([N:10]3[CH2:14][CH2:13][C@@H:12]([N:15]4[CH2:20][CH2:19][CH2:18][CH2:17][CH2:16]4)[CH2:11]3)[S:9][C:5]=2[CH:4]=1.B(Br)(Br)Br.CCCCCCC.C(=O)(O)[O-].[Na+].[Cl-].[Na+]. The catalyst class is: 9. (5) Reactant: [Br:1][C:2]1[CH:3]=[C:4]([C:11]2[CH:12]=[C:13]3[C:18](=[CH:19][CH:20]=2)[CH:17]=[C:16]([C:21](OCC)=[O:22])[CH:15]=[CH:14]3)[CH:5]=[C:6]2[O:10][CH2:9][O:8][C:7]=12.CC(C[AlH]CC(C)C)C. Product: [Br:1][C:2]1[CH:3]=[C:4]([C:11]2[CH:12]=[C:13]3[C:18](=[CH:19][CH:20]=2)[CH:17]=[C:16]([CH2:21][OH:22])[CH:15]=[CH:14]3)[CH:5]=[C:6]2[O:10][CH2:9][O:8][C:7]=12. The catalyst class is: 11. (6) Product: [C:6]([C:5]1[CH:8]=[CH:9][C:2]([O:1][CH2:29][CH2:28][CH2:27][O:26][C:22]2[CH:21]=[C:20]3[C:25](=[CH:24][CH:23]=2)[C@H:17]([CH2:16][C:15]([O:14][CH2:12][CH3:13])=[O:31])[CH2:18][CH2:19]3)=[C:3]([O:10][CH3:11])[CH:4]=1)#[N:7]. The catalyst class is: 18. Reactant: [OH:1][C:2]1[CH:9]=[CH:8][C:5]([C:6]#[N:7])=[CH:4][C:3]=1[O:10][CH3:11].[CH2:12]([O:14][C:15](=[O:31])[CH2:16][C@H:17]1[C:25]2[C:20](=[CH:21][C:22]([O:26][CH2:27][CH2:28][CH2:29]Br)=[CH:23][CH:24]=2)[CH2:19][CH2:18]1)[CH3:13].C([O-])([O-])=O.[Cs+].[Cs+]. (7) Reactant: [F:1][C:2]1[CH:7]=[CH:6][C:5]([C:8]2[C:9]3[CH:21]=[CH:20][C:19](=[O:22])[N:18]([C:23]4[CH:28]=[CH:27][CH:26]=[CH:25][C:24]=4[F:29])[C:10]=3[N:11]=[C:12](S(C)(=O)=O)[N:13]=2)=[C:4]([CH3:30])[CH:3]=1.[NH2:31][C@H:32]([CH3:35])[CH2:33][OH:34]. Product: [F:1][C:2]1[CH:7]=[CH:6][C:5]([C:8]2[C:9]3[CH:21]=[CH:20][C:19](=[O:22])[N:18]([C:23]4[CH:28]=[CH:27][CH:26]=[CH:25][C:24]=4[F:29])[C:10]=3[N:11]=[C:12]([NH:31][C@H:32]([CH3:35])[CH2:33][OH:34])[N:13]=2)=[C:4]([CH3:30])[CH:3]=1. The catalyst class is: 1. (8) Reactant: [C:1]([C:4]1[C:8]([C:9]2[CH:10]=[N:11][C:12]([O:15][CH3:16])=[N:13][CH:14]=2)=[CH:7][N:6]([CH2:17][C:18]([O:20]C(C)(C)C)=[O:19])[N:5]=1)(=[O:3])[NH2:2].C(O)(C(F)(F)F)=O. Product: [C:1]([C:4]1[C:8]([C:9]2[CH:14]=[N:13][C:12]([O:15][CH3:16])=[N:11][CH:10]=2)=[CH:7][N:6]([CH2:17][C:18]([OH:20])=[O:19])[N:5]=1)(=[O:3])[NH2:2]. The catalyst class is: 2. (9) Reactant: [CH:1]1([NH:7][C:8]2[C:13]([C:14]3[CH2:18][C:17]4([CH2:23][CH2:22][CH:21]([C:24]([O-:26])=[O:25])[CH2:20][CH2:19]4)[O:16][N:15]=3)=[CH:12][N:11]=[C:10]3[N:27]([CH2:30][CH3:31])[N:28]=[CH:29][C:9]=23)[CH2:6][CH2:5][CH2:4][CH2:3][CH2:2]1.[OH-].[Li+]. Product: [CH:1]1([NH:7][C:8]2[C:13]([C:14]3[CH2:18][C:17]4([CH2:19][CH2:20][CH:21]([C:24]([OH:26])=[O:25])[CH2:22][CH2:23]4)[O:16][N:15]=3)=[CH:12][N:11]=[C:10]3[N:27]([CH2:30][CH3:31])[N:28]=[CH:29][C:9]=23)[CH2:2][CH2:3][CH2:4][CH2:5][CH2:6]1. The catalyst class is: 30. (10) Reactant: [Br:1][C:2]1[CH:3]=[CH:4][C:5]2[N:6]([CH:8]=[C:9]([C:11]3[CH:16]=[CH:15][C:14]([OH:17])=[CH:13][CH:12]=3)[N:10]=2)[CH:7]=1.C(=O)([O-])[O-].[K+].[K+].Br[CH2:25][CH2:26][CH2:27][OH:28]. Product: [Br:1][C:2]1[CH:3]=[CH:4][C:5]2[N:6]([CH:8]=[C:9]([C:11]3[CH:16]=[CH:15][C:14]([O:17][CH2:25][CH2:26][CH2:27][OH:28])=[CH:13][CH:12]=3)[N:10]=2)[CH:7]=1. The catalyst class is: 9.